This data is from Catalyst prediction with 721,799 reactions and 888 catalyst types from USPTO. The task is: Predict which catalyst facilitates the given reaction. (1) Reactant: CO/[N:3]=[CH:4]/[C:5]1[CH:10]=[C:9]([Br:11])[CH:8]=[C:7]([F:12])[C:6]=1F.O.[NH2:15]N. Product: [Br:11][C:9]1[CH:10]=[C:5]2[C:6](=[C:7]([F:12])[CH:8]=1)[NH:15][N:3]=[CH:4]2. The catalyst class is: 1. (2) Reactant: C1(OC)C=CC=CC=1.[Cl-].[Al+3].[Cl-].[Cl-].[NH2:13][C:14]1[S:15][C:16]([C:28]([O:30][CH2:31][CH3:32])=[O:29])=[C:17]([CH2:19][O:20]CC2C=CC=CC=2)[N:18]=1. Product: [NH2:13][C:14]1[S:15][C:16]([C:28]([O:30][CH2:31][CH3:32])=[O:29])=[C:17]([CH2:19][OH:20])[N:18]=1. The catalyst class is: 5. (3) Reactant: [C:1]([C:3]1([C:9]([NH2:11])=[O:10])[CH2:8][CH2:7][CH2:6][CH2:5][CH2:4]1)#[N:2].[ClH:12]. Product: [ClH:12].[NH2:2][CH2:1][C:3]1([C:9]([NH2:11])=[O:10])[CH2:8][CH2:7][CH2:6][CH2:5][CH2:4]1. The catalyst class is: 29. (4) Product: [CH3:22][O:21][CH2:19][CH2:18][O:1][C:2]1[CH:3]=[C:4]([C:14](=[O:16])[CH3:15])[CH:5]=[C:6]([S:8]([F:13])([F:9])([F:10])([F:11])[F:12])[CH:7]=1. The catalyst class is: 499. Reactant: [OH:1][C:2]1[CH:3]=[C:4]([C:14](=[O:16])[CH3:15])[CH:5]=[C:6]([S:8]([F:13])([F:12])([F:11])([F:10])[F:9])[CH:7]=1.Br[CH2:18][CH:19]([O:21][CH3:22])C.[H-].[Na+].[Br-]. (5) Reactant: [Si:1]([O:8][C@H:9]1[C@H:13]2[O:14][CH2:15][C@@H:16]([O:17][C:18]3[N:40]([CH2:41][O:42][CH2:43][CH2:44][Si:45]([CH3:48])([CH3:47])[CH3:46])[C:21]4=[N:22][C:23]([C:27]5[CH:32]=[CH:31][C:30]([C@H:33]6[CH2:38][CH2:37][C@H:36]([NH2:39])[CH2:35][CH2:34]6)=[CH:29][CH:28]=5)=[C:24]([Cl:26])[CH:25]=[C:20]4[N:19]=3)[C@H:12]2[O:11][CH2:10]1)([C:4]([CH3:7])([CH3:6])[CH3:5])([CH3:3])[CH3:2].C(N(CC)CC)C.Cl[C:57]([O:59][CH:60]1[CH2:64][CH2:63][CH2:62][CH2:61]1)=[O:58]. Product: [Si:1]([O:8][C@H:9]1[C@H:13]2[O:14][CH2:15][C@@H:16]([O:17][C:18]3[N:40]([CH2:41][O:42][CH2:43][CH2:44][Si:45]([CH3:48])([CH3:47])[CH3:46])[C:21]4=[N:22][C:23]([C:27]5[CH:32]=[CH:31][C:30]([C@H:33]6[CH2:38][CH2:37][C@H:36]([NH:39][C:57](=[O:58])[O:59][CH:60]7[CH2:64][CH2:63][CH2:62][CH2:61]7)[CH2:35][CH2:34]6)=[CH:29][CH:28]=5)=[C:24]([Cl:26])[CH:25]=[C:20]4[N:19]=3)[C@H:12]2[O:11][CH2:10]1)([C:4]([CH3:6])([CH3:7])[CH3:5])([CH3:3])[CH3:2]. The catalyst class is: 4.